From a dataset of Full USPTO retrosynthesis dataset with 1.9M reactions from patents (1976-2016). Predict the reactants needed to synthesize the given product. Given the product [CH3:20][CH:19]([CH3:21])[C:18]([NH:17][C:13]1[CH:14]=[CH:15][CH:16]=[C:11]([CH:8]2[CH2:9][CH2:10][N:5]([CH2:4][CH2:3][C@H:2]([O:1][C:37]3[C:38]4[C:33](=[CH:32][CH:31]=[CH:30][CH:29]=4)[CH:34]=[CH:35][CH:36]=3)[C:23]3[CH:24]=[CH:25][CH:26]=[CH:27][CH:28]=3)[CH2:6][CH2:7]2)[CH:12]=1)=[O:22], predict the reactants needed to synthesize it. The reactants are: [OH:1][C@@H:2]([C:23]1[CH:28]=[CH:27][CH:26]=[CH:25][CH:24]=1)[CH2:3][CH2:4][N:5]1[CH2:10][CH2:9][CH:8]([C:11]2[CH:12]=[C:13]([NH:17][C:18](=[O:22])[CH:19]([CH3:21])[CH3:20])[CH:14]=[CH:15][CH:16]=2)[CH2:7][CH2:6]1.[C:29]1(O)[C:38]2[C:33](=[CH:34][CH:35]=[CH:36][CH:37]=2)[CH:32]=[CH:31][CH:30]=1.C1(P(C2C=CC=CC=2)C2C=CC=CC=2)C=CC=CC=1.N(C(OCC)=O)=NC(OCC)=O.N.